Dataset: CYP1A2 inhibition data for predicting drug metabolism from PubChem BioAssay. Task: Regression/Classification. Given a drug SMILES string, predict its absorption, distribution, metabolism, or excretion properties. Task type varies by dataset: regression for continuous measurements (e.g., permeability, clearance, half-life) or binary classification for categorical outcomes (e.g., BBB penetration, CYP inhibition). Dataset: cyp1a2_veith. (1) The drug is FC(F)(F)c1ccccc1-c1cncnc1NCc1cccnc1. The result is 1 (inhibitor). (2) The result is 1 (inhibitor). The molecule is O=C(N/C(=C/c1ccc(Br)cc1)c1nc2ccccc2[nH]1)c1ccco1.